Dataset: Catalyst prediction with 721,799 reactions and 888 catalyst types from USPTO. Task: Predict which catalyst facilitates the given reaction. (1) Reactant: [NH2:1][CH2:2][CH:3]1[CH2:8][CH2:7][CH2:6][N:5]([C:9]([O:11][C:12]([CH3:15])([CH3:14])[CH3:13])=[O:10])[CH2:4]1.C1C=CC2N(O)N=NC=2C=1.[NH:26]([C:35]([O:37][CH2:38][C:39]1[CH:44]=[CH:43][CH:42]=[CH:41][CH:40]=1)=[O:36])[C@H:27]([C:32](O)=[O:33])[CH2:28][CH:29]([CH3:31])[CH3:30].C(Cl)CCl. Product: [C:39]1([CH2:38][O:37][C:35]([NH:26][C@H:27]([C:32]([NH:1][CH2:2][CH:3]2[CH2:8][CH2:7][CH2:6][N:5]([C:9]([O:11][C:12]([CH3:15])([CH3:14])[CH3:13])=[O:10])[CH2:4]2)=[O:33])[CH2:28][CH:29]([CH3:30])[CH3:31])=[O:36])[CH:40]=[CH:41][CH:42]=[CH:43][CH:44]=1. The catalyst class is: 2. (2) Product: [CH3:1][O:2][CH2:3][C@H:4]([N:7]1[C:8]2[N:9]=[CH:10][N:11]=[C:12]([C:15]3[C:16]([CH3:23])=[N:17][C:18]([O:21][CH3:22])=[CH:19][CH:20]=3)[C:13]=2[N:14]=[C:25]([CH3:27])[C:24]1=[O:28])[CH2:5][CH3:6]. Reactant: [CH3:1][O:2][CH2:3][C@H:4]([NH:7][C:8]1[C:13]([NH2:14])=[C:12]([C:15]2[C:16]([CH3:23])=[N:17][C:18]([O:21][CH3:22])=[CH:19][CH:20]=2)[N:11]=[CH:10][N:9]=1)[CH2:5][CH3:6].[C:24](OCC)(=[O:28])[C:25]([CH3:27])=O. The catalyst class is: 8.